This data is from NCI-60 drug combinations with 297,098 pairs across 59 cell lines. The task is: Regression. Given two drug SMILES strings and cell line genomic features, predict the synergy score measuring deviation from expected non-interaction effect. (1) Drug 1: CCCS(=O)(=O)NC1=C(C(=C(C=C1)F)C(=O)C2=CNC3=C2C=C(C=N3)C4=CC=C(C=C4)Cl)F. Drug 2: CCC1(CC2CC(C3=C(CCN(C2)C1)C4=CC=CC=C4N3)(C5=C(C=C6C(=C5)C78CCN9C7C(C=CC9)(C(C(C8N6C=O)(C(=O)OC)O)OC(=O)C)CC)OC)C(=O)OC)O.OS(=O)(=O)O. Cell line: U251. Synergy scores: CSS=45.8, Synergy_ZIP=3.32, Synergy_Bliss=4.03, Synergy_Loewe=-34.3, Synergy_HSA=3.85. (2) Drug 1: COC1=CC(=CC(=C1O)OC)C2C3C(COC3=O)C(C4=CC5=C(C=C24)OCO5)OC6C(C(C7C(O6)COC(O7)C8=CC=CS8)O)O. Drug 2: CN(C)N=NC1=C(NC=N1)C(=O)N. Cell line: OVCAR-5. Synergy scores: CSS=22.4, Synergy_ZIP=1.98, Synergy_Bliss=3.41, Synergy_Loewe=-4.46, Synergy_HSA=3.02. (3) Drug 1: COC1=CC(=CC(=C1O)OC)C2C3C(COC3=O)C(C4=CC5=C(C=C24)OCO5)OC6C(C(C7C(O6)COC(O7)C8=CC=CS8)O)O. Drug 2: CN(CC1=CN=C2C(=N1)C(=NC(=N2)N)N)C3=CC=C(C=C3)C(=O)NC(CCC(=O)O)C(=O)O. Cell line: K-562. Synergy scores: CSS=56.6, Synergy_ZIP=-4.82, Synergy_Bliss=-5.58, Synergy_Loewe=0.824, Synergy_HSA=2.12. (4) Drug 1: C1=NNC2=C1C(=O)NC=N2. Drug 2: COCCOC1=C(C=C2C(=C1)C(=NC=N2)NC3=CC=CC(=C3)C#C)OCCOC.Cl. Cell line: NCI-H322M. Synergy scores: CSS=19.8, Synergy_ZIP=-0.798, Synergy_Bliss=1.82, Synergy_Loewe=-11.5, Synergy_HSA=1.41. (5) Drug 1: COC1=C(C=C2C(=C1)N=CN=C2NC3=CC(=C(C=C3)F)Cl)OCCCN4CCOCC4. Drug 2: C1=CC(=C2C(=C1NCCNCCO)C(=O)C3=C(C=CC(=C3C2=O)O)O)NCCNCCO. Cell line: MALME-3M. Synergy scores: CSS=49.5, Synergy_ZIP=5.12, Synergy_Bliss=5.71, Synergy_Loewe=-0.0194, Synergy_HSA=8.03. (6) Drug 1: C1CCN(CC1)CCOC2=CC=C(C=C2)C(=O)C3=C(SC4=C3C=CC(=C4)O)C5=CC=C(C=C5)O. Drug 2: C1=CN(C=N1)CC(O)(P(=O)(O)O)P(=O)(O)O. Cell line: SR. Synergy scores: CSS=3.27, Synergy_ZIP=3.63, Synergy_Bliss=-4.71, Synergy_Loewe=-7.48, Synergy_HSA=-7.48.